This data is from Reaction yield outcomes from USPTO patents with 853,638 reactions. The task is: Predict the reaction yield, written as a fraction of the theoretical maximum amount of product (1.0 means a 100% yield; for example, 0.34 means a 34% yield). The reactants are [O:1]1[CH2:3][CH:2]1[CH2:4][N:5]([CH2:15][CH:16]1[CH2:18][O:17]1)[S:6]([C:9]1[CH:14]=[CH:13][CH:12]=[CH:11][CH:10]=1)(=[O:8])=[O:7].S(=O)(=O)(O)[OH:20].[Cl-].[Na+]. The catalyst is O1CCCC1. The product is [OH:17][CH2:18][C@H:16]1[O:20][C@@H:2]([CH2:3][OH:1])[CH2:4][N:5]([S:6]([C:9]2[CH:10]=[CH:11][CH:12]=[CH:13][CH:14]=2)(=[O:7])=[O:8])[CH2:15]1. The yield is 0.250.